From a dataset of Forward reaction prediction with 1.9M reactions from USPTO patents (1976-2016). Predict the product of the given reaction. Given the reactants [Br:1][C:2]1[CH:7]=[CH:6][C:5]([CH:8]([OH:14])[CH2:9][NH:10][CH2:11][CH2:12][OH:13])=[C:4]([F:15])[CH:3]=1.[CH3:16][C:17]([O:20][C:21](O[C:21]([O:20][C:17]([CH3:19])([CH3:18])[CH3:16])=[O:22])=[O:22])([CH3:19])[CH3:18].CCOC(C)=O, predict the reaction product. The product is: [Br:1][C:2]1[CH:7]=[CH:6][C:5]([CH:8]([OH:14])[CH2:9][N:10]([CH2:11][CH2:12][OH:13])[C:21](=[O:22])[O:20][C:17]([CH3:19])([CH3:18])[CH3:16])=[C:4]([F:15])[CH:3]=1.